Dataset: Catalyst prediction with 721,799 reactions and 888 catalyst types from USPTO. Task: Predict which catalyst facilitates the given reaction. (1) Reactant: [C:1]1([S:7][CH3:8])[CH:6]=[CH:5][CH:4]=[CH:3][CH:2]=1.[CH3:9][S:10]([CH3:12])=O.[F:13][C:14]([F:20])([F:19])[S:15]([OH:18])(=[O:17])=[O:16]. Product: [O-:18][S:15]([C:14]([F:20])([F:19])[F:13])(=[O:17])=[O:16].[CH3:9][S+:10]([CH3:12])[C:4]1[CH:5]=[CH:6][C:1]([S:7][CH3:8])=[CH:2][CH:3]=1. The catalyst class is: 27. (2) Reactant: [C:1]([O:5][C:6]([NH:8][CH2:9][C@H:10]1[CH2:15][CH2:14][C@H:13]([C:16]([NH:18][C@H:19]([C:37](=[O:50])[NH:38][C:39]2[CH:44]=[CH:43][C:42]([C:45]3[NH:49][N:48]=[N:47][N:46]=3)=[CH:41][CH:40]=2)[CH2:20][C:21]2[CH:26]=[CH:25][C:24]([C:27]3[C:28]([CH3:36])=[CH:29][C:30]([C:33](O)=[O:34])=[N:31][CH:32]=3)=[CH:23][CH:22]=2)=[O:17])[CH2:12][CH2:11]1)=[O:7])([CH3:4])([CH3:3])[CH3:2].[NH2:51][CH:52]1[CH2:57][N:56]([C:58]([O:60][C:61]([CH3:64])([CH3:63])[CH3:62])=[O:59])[CH2:55][C:54]([F:66])([F:65])[CH2:53]1.C(N(CC)C(C)C)(C)C.F[P-](F)(F)(F)(F)F.CN(C(ON1C2=NC=CC=C2N=N1)=[N+](C)C)C. Product: [C:1]([O:5][C:6]([NH:8][CH2:9][C@H:10]1[CH2:11][CH2:12][C@H:13]([C:16]([NH:18][C@H:19]([C:37](=[O:50])[NH:38][C:39]2[CH:44]=[CH:43][C:42]([C:45]3[NH:49][N:48]=[N:47][N:46]=3)=[CH:41][CH:40]=2)[CH2:20][C:21]2[CH:22]=[CH:23][C:24]([C:27]3[C:28]([CH3:36])=[CH:29][C:30]([C:33]([NH:51][CH:52]4[CH2:57][N:56]([C:58]([O:60][C:61]([CH3:62])([CH3:63])[CH3:64])=[O:59])[CH2:55][C:54]([F:66])([F:65])[CH2:53]4)=[O:34])=[N:31][CH:32]=3)=[CH:25][CH:26]=2)=[O:17])[CH2:14][CH2:15]1)=[O:7])([CH3:4])([CH3:2])[CH3:3]. The catalyst class is: 16. (3) Reactant: [Cl:1][C:2]1[N:3]=[C:4]([N:18]2[CH2:23][CH2:22][O:21][CH2:20][CH2:19]2)[C:5]2[S:10][C:9]([C:11]3[CH:17]=[CH:16][C:14]([NH2:15])=[CH:13][CH:12]=3)=[CH:8][C:6]=2[N:7]=1.Cl[CH2:25][CH2:26][N:27]1[CH2:32][CH2:31][O:30][CH2:29][CH2:28]1.C(=O)([O-])[O-].[K+].[K+].[I-].[K+]. Product: [Cl:1][C:2]1[N:3]=[C:4]([N:18]2[CH2:23][CH2:22][O:21][CH2:20][CH2:19]2)[C:5]2[S:10][C:9]([C:11]3[CH:12]=[CH:13][C:14]([NH:15][CH2:25][CH2:26][N:27]4[CH2:32][CH2:31][O:30][CH2:29][CH2:28]4)=[CH:16][CH:17]=3)=[CH:8][C:6]=2[N:7]=1. The catalyst class is: 245. (4) Reactant: [F:1][C:2]([F:33])([F:32])[C:3]1[CH:4]=[C:5]([C:9]#[C:10][C:11]2[N:15]3[CH:16]=[CH:17][CH:18]=[CH:19][C:14]3=[N:13][C:12]=2[CH2:20][N:21]2C(=O)C3C(=CC=CC=3)C2=O)[CH:6]=[CH:7][CH:8]=1.O.NN. Product: [F:33][C:2]([F:1])([F:32])[C:3]1[CH:4]=[C:5]([C:9]#[C:10][C:11]2[N:15]3[CH:16]=[CH:17][CH:18]=[CH:19][C:14]3=[N:13][C:12]=2[CH2:20][NH2:21])[CH:6]=[CH:7][CH:8]=1. The catalyst class is: 8. (5) Reactant: [CH2:1]([NH:8][CH2:9][C:10]1[CH:15]=[CH:14][C:13]([O:16][CH2:17][C:18]2[CH:23]=[CH:22][C:21]([F:24])=[CH:20][CH:19]=2)=[C:12]([O:25][CH3:26])[CH:11]=1)[C:2]1[CH:7]=[CH:6][CH:5]=[CH:4][CH:3]=1.[C:27](Cl)(=[O:34])[C:28]1[CH:33]=[CH:32][CH:31]=[CH:30][CH:29]=1.C(N(CC)CC)C.[OH-].[Na+]. Product: [CH2:1]([N:8]([CH2:9][C:10]1[CH:15]=[CH:14][C:13]([O:16][CH2:17][C:18]2[CH:19]=[CH:20][C:21]([F:24])=[CH:22][CH:23]=2)=[C:12]([O:25][CH3:26])[CH:11]=1)[C:27](=[O:34])[C:28]1[CH:33]=[CH:32][CH:31]=[CH:30][CH:29]=1)[C:2]1[CH:3]=[CH:4][CH:5]=[CH:6][CH:7]=1. The catalyst class is: 4.